From a dataset of Full USPTO retrosynthesis dataset with 1.9M reactions from patents (1976-2016). Predict the reactants needed to synthesize the given product. (1) Given the product [Br:9][C:6]1[NH:5][C:4]([C:1](=[O:3])[CH3:2])=[CH:8][CH:7]=1, predict the reactants needed to synthesize it. The reactants are: [C:1]([C:4]1[NH:5][CH:6]=[CH:7][CH:8]=1)(=[O:3])[CH3:2].[Br:9]N1C(=O)CCC1=O. (2) The reactants are: Cl[C:2]1[CH:7]=[N:6][CH:5]=[C:4]([Cl:8])[N:3]=1.[NH2:9][C:10]1[CH:18]=[CH:17][C:13]([C:14]([OH:16])=[O:15])=[CH:12][C:11]=1[O:19][CH3:20].CC([O-])(C)C.[Na+].CC1(C)C2C(=C(P(C3C=CC=CC=3)C3C=CC=CC=3)C=CC=2)OC2C(P(C3C=CC=CC=3)C3C=CC=CC=3)=CC=CC1=2. Given the product [Cl:8][C:4]1[N:3]=[C:2]([NH:9][C:10]2[CH:18]=[CH:17][C:13]([C:14]([OH:16])=[O:15])=[CH:12][C:11]=2[O:19][CH3:20])[CH:7]=[N:6][CH:5]=1, predict the reactants needed to synthesize it. (3) Given the product [Br:24][C:25]1[CH:26]=[N:27][C:28]2[N:33]([C:32]([CH2:34][C:35]3[CH:36]=[C:37]4[C:42](=[CH:43][CH:44]=3)[N:41]=[CH:40][CH:39]=[CH:38]4)=[CH:31][N:29]=2)[CH:30]=1, predict the reactants needed to synthesize it. The reactants are: ClC(CC1C=C2C(=CC=1)N=CC=C2)C=O.BrC1C=NC(N)=NC=1.[Br:24][C:25]1[CH:26]=[N:27][C:28]2[N:29]([CH:31]=[C:32]([CH2:34][C:35]3[CH:36]=[C:37]4[C:42](=[CH:43][CH:44]=3)[N:41]=[CH:40][CH:39]=[CH:38]4)[N:33]=2)[CH:30]=1. (4) Given the product [C:1]([O:5][C:6]([N:8]1[CH2:9][CH2:10][CH:11]([C:14]2[CH:19]=[C:18]([Cl:20])[CH:17]=[CH:16][C:15]=2[O:21][C:30]2[CH:31]=[C:32]([F:55])[C:33]([S:35]([N:38]([CH2:44][C:45]3[CH:50]=[CH:49][C:48]([O:51][CH3:52])=[CH:47][C:46]=3[O:53][CH3:54])[C:39]3[S:43][N:42]=[CH:41][N:40]=3)(=[O:36])=[O:37])=[CH:34][C:29]=2[Cl:28])[CH2:12][CH2:13]1)=[O:7])([CH3:4])([CH3:2])[CH3:3], predict the reactants needed to synthesize it. The reactants are: [C:1]([O:5][C:6]([N:8]1[CH2:13][CH2:12][CH:11]([C:14]2[CH:19]=[C:18]([Cl:20])[CH:17]=[CH:16][C:15]=2[OH:21])[CH2:10][CH2:9]1)=[O:7])([CH3:4])([CH3:3])[CH3:2].C(=O)([O-])[O-].[K+].[K+].[Cl:28][C:29]1[C:30](F)=[CH:31][C:32]([F:55])=[C:33]([S:35]([N:38]([CH2:44][C:45]2[CH:50]=[CH:49][C:48]([O:51][CH3:52])=[CH:47][C:46]=2[O:53][CH3:54])[C:39]2[S:43][N:42]=[CH:41][N:40]=2)(=[O:37])=[O:36])[CH:34]=1.